Task: Predict which catalyst facilitates the given reaction.. Dataset: Catalyst prediction with 721,799 reactions and 888 catalyst types from USPTO (1) Reactant: [CH3:1][C:2]1[NH:20][C:5]2=[N:6][C:7]([N:14]3[CH2:19][CH2:18][O:17][CH2:16][CH2:15]3)=[CH:8][C:9]([C:10]([O:12][CH3:13])=[O:11])=[C:4]2[N:3]=1.Br[CH2:22][C:23]1[CH:28]=[CH:27][CH:26]=[C:25]([Cl:29])[C:24]=1[Cl:30].C([O-])([O-])=O.[Na+].[Na+].O. Product: [Cl:30][C:24]1[C:25]([Cl:29])=[CH:26][CH:27]=[CH:28][C:23]=1[CH2:22][N:20]1[C:5]2=[N:6][C:7]([N:14]3[CH2:15][CH2:16][O:17][CH2:18][CH2:19]3)=[CH:8][C:9]([C:10]([O:12][CH3:13])=[O:11])=[C:4]2[N:3]=[C:2]1[CH3:1]. The catalyst class is: 3. (2) Reactant: [CH3:1][C:2]1([CH3:36])[C:8](=[O:9])[NH:7][C:6]2[N:10]=[CH:11][C:12](/[CH:14]=[CH:15]/[C:16]([N:18]([CH3:35])[CH2:19][C:20]3[CH:25]=[CH:24][CH:23]=[C:22]([O:26][C:27]([F:30])([F:29])[F:28])[C:21]=3[O:31][CH2:32][CH2:33][CH3:34])=[O:17])=[CH:13][C:5]=2[CH2:4][NH:3]1.[ClH:37]. Product: [ClH:37].[CH3:36][C:2]1([CH3:1])[C:8](=[O:9])[NH:7][C:6]2[N:10]=[CH:11][C:12](/[CH:14]=[CH:15]/[C:16]([N:18]([CH3:35])[CH2:19][C:20]3[CH:25]=[CH:24][CH:23]=[C:22]([O:26][C:27]([F:29])([F:30])[F:28])[C:21]=3[O:31][CH2:32][CH2:33][CH3:34])=[O:17])=[CH:13][C:5]=2[CH2:4][NH:3]1. The catalyst class is: 343. (3) Reactant: C(OC([N:11]1[CH2:15][CH:14]([O:16][C:17]([N:19]2[CH2:24][CH2:23][O:22][CH2:21][CH2:20]2)=[O:18])[CH2:13][N:12]1[C:25](=[O:34])[CH2:26][C:27]1[CH:32]=[CH:31][C:30]([F:33])=[CH:29][CH:28]=1)=O)C1C=CC=CC=1. Product: [F:33][C:30]1[CH:31]=[CH:32][C:27]([CH2:26][C:25]([N:12]2[CH2:13][CH:14]([O:16][C:17]([N:19]3[CH2:24][CH2:23][O:22][CH2:21][CH2:20]3)=[O:18])[CH2:15][NH:11]2)=[O:34])=[CH:28][CH:29]=1. The catalyst class is: 5. (4) Product: [OH:24][CH:6]1[C:5](=[O:7])[N:4]([C@@H:8]([C:10]2[CH:15]=[CH:14][CH:13]=[CH:12][CH:11]=2)[CH3:9])[CH2:3][C@@:2]1([CH3:1])[C:16]([O:18][C:19]([CH3:21])([CH3:20])[CH3:22])=[O:17]. The catalyst class is: 7. Reactant: [CH3:1][C@:2]1([C:16]([O:18][C:19]([CH3:22])([CH3:21])[CH3:20])=[O:17])[CH2:6][C:5](=[O:7])[N:4]([C@@H:8]([C:10]2[CH:15]=[CH:14][CH:13]=[CH:12][CH:11]=2)[CH3:9])[CH2:3]1.P(OCC)(OCC)[O:24]CC.C[Si]([N-][Si](C)(C)C)(C)C.[Li+]. (5) Reactant: [Cl:1][C:2]1[N:3]=[CH:4][C:5]2[C:10](I)=[CH:9][N:8]([C:12]([CH3:22])([CH3:21])[CH2:13][O:14][CH:15]3[CH2:20][CH2:19][CH2:18][CH2:17][O:16]3)[C:6]=2[N:7]=1.[Li]CCCC.CON(C)[C:31]([C:33]1[CH:38]=[C:37]([Br:39])[CH:36]=[CH:35][N:34]=1)=[O:32]. Product: [Br:39][C:37]1[CH:36]=[CH:35][N:34]=[C:33]([C:31]([C:10]2[C:5]3[CH:4]=[N:3][C:2]([Cl:1])=[N:7][C:6]=3[N:8]([C:12]([CH3:22])([CH3:21])[CH2:13][O:14][CH:15]3[CH2:20][CH2:19][CH2:18][CH2:17][O:16]3)[CH:9]=2)=[O:32])[CH:38]=1. The catalyst class is: 28. (6) Product: [OH:8][C:6]1[CH:7]=[C:2]2[C:3]([C:9](=[O:11])[CH:10]=[CH:12][O:1]2)=[CH:4][CH:5]=1. The catalyst class is: 28. Reactant: [OH:1][C:2]1[CH:7]=[C:6]([OH:8])[CH:5]=[CH:4][C:3]=1[C:9](=[O:11])[CH3:10].[CH:12](OCC)(OCC)OCC.Cl(O)(=O)(=O)=O.